This data is from Rat liver microsome stability data. The task is: Regression/Classification. Given a drug SMILES string, predict its absorption, distribution, metabolism, or excretion properties. Task type varies by dataset: regression for continuous measurements (e.g., permeability, clearance, half-life) or binary classification for categorical outcomes (e.g., BBB penetration, CYP inhibition). Dataset: rlm. (1) The compound is O=C(Nc1cccc(Cc2ccccc2)c1)c1ccc(-c2cccc([N+](=O)[O-])c2)o1. The result is 1 (stable in rat liver microsomes). (2) The drug is CC#C[C@@H](Cc1nn[nH]n1)c1ccc(OCc2ccc3scc(-c4ccc(OCCCS(C)(=O)=O)cc4C)c3c2)cc1. The result is 0 (unstable in rat liver microsomes).